From a dataset of Full USPTO retrosynthesis dataset with 1.9M reactions from patents (1976-2016). Predict the reactants needed to synthesize the given product. (1) Given the product [N+:1]([C:4]1[CH:5]=[CH:6][C:7]([C:8]([NH:10][C:11]2[CH:32]=[CH:31][C:14]3[N:15]([CH:18]([C:25]4[CH:30]=[CH:29][CH:28]=[CH:27][CH:26]=4)[CH2:19][C:20]([OH:22])=[O:21])[CH:16]=[N:17][C:13]=3[CH:12]=2)=[O:9])=[CH:33][CH:34]=1)([O-:3])=[O:2], predict the reactants needed to synthesize it. The reactants are: [N+:1]([C:4]1[CH:34]=[CH:33][C:7]([C:8]([NH:10][C:11]2[CH:32]=[CH:31][C:14]3[N:15]([CH:18]([C:25]4[CH:30]=[CH:29][CH:28]=[CH:27][CH:26]=4)[CH2:19][C:20]([O:22]CC)=[O:21])[CH:16]=[N:17][C:13]=3[CH:12]=2)=[O:9])=[CH:6][CH:5]=1)([O-:3])=[O:2]. (2) The reactants are: OS(O)(=O)=O.[N+:6]([O-:9])(O)=[O:7].[C:10]1([CH:16]2[CH2:21][CH2:20][NH:19][CH2:18][CH2:17]2)[CH:15]=[CH:14][CH:13]=[CH:12][CH:11]=1.C([O-])(O)=O.[Na+]. Given the product [N+:6]([C:13]1[CH:12]=[CH:11][C:10]([CH:16]2[CH2:17][CH2:18][NH:19][CH2:20][CH2:21]2)=[CH:15][CH:14]=1)([O-:9])=[O:7], predict the reactants needed to synthesize it. (3) Given the product [CH3:1][O:2][C:3]1[C:12]([NH:13][C:14]([N:30]2[CH2:29][CH2:28][N:27]([C:22]3[CH:23]=[CH:24][CH:25]=[CH:26][C:21]=3[Cl:20])[CH2:32][CH2:31]2)=[O:18])=[N:11][C:10]2[C:5](=[CH:6][CH:7]=[C:8]([CH3:19])[CH:9]=2)[N:4]=1, predict the reactants needed to synthesize it. The reactants are: [CH3:1][O:2][C:3]1[C:12]([NH:13][C:14](=[O:18])OCC)=[N:11][C:10]2[C:5](=[CH:6][CH:7]=[C:8]([CH3:19])[CH:9]=2)[N:4]=1.[Cl:20][C:21]1[CH:26]=[CH:25][CH:24]=[CH:23][C:22]=1[N:27]1[CH2:32][CH2:31][NH:30][CH2:29][CH2:28]1.